Dataset: Catalyst prediction with 721,799 reactions and 888 catalyst types from USPTO. Task: Predict which catalyst facilitates the given reaction. (1) Reactant: [CH3:1][NH:2][CH:3]1[CH2:8][CH2:7][CH:6]([NH:9][C:10]2[C:21]3[C:20]4[CH2:19][CH2:18][CH2:17][C:16]=4[S:15][C:14]=3[N:13]=[CH:12][N:11]=2)[CH2:5][CH2:4]1.[O:22]1[CH2:27][CH2:26][C:25](=O)[CH2:24][CH2:23]1.[BH3-]C#N.[Na+].C(O)(=O)C. The catalyst class is: 24. Product: [CH3:1][N:2]([CH:25]1[CH2:26][CH2:27][O:22][CH2:23][CH2:24]1)[CH:3]1[CH2:8][CH2:7][CH:6]([NH:9][C:10]2[C:21]3[C:20]4[CH2:19][CH2:18][CH2:17][C:16]=4[S:15][C:14]=3[N:13]=[CH:12][N:11]=2)[CH2:5][CH2:4]1. (2) Product: [CH3:1][O:2][C:3]([C@@H:5]([N:13]1[CH2:21][C:17]2[CH:18]=[CH:19][S:20][C:16]=2[CH2:15][CH2:14]1)[C:6]1[CH:7]=[CH:8][CH:9]=[CH:10][C:11]=1[Cl:12])=[O:4].[S:23]([O-:26])(=[O:25])(=[O:24])[CH3:22]. The catalyst class is: 5. Reactant: [CH3:1][O:2][C:3]([C@@H:5]([N:13]1[CH2:21][C:17]2[CH:18]=[CH:19][S:20][C:16]=2[CH2:15][CH2:14]1)[C:6]1[CH:7]=[CH:8][CH:9]=[CH:10][C:11]=1[Cl:12])=[O:4].[CH3:22][S:23]([OH:26])(=[O:25])=[O:24]. (3) Reactant: [Br:1][C:2]1[CH:7]=[CH:6][C:5]([S:8](Cl)(=[O:10])=[O:9])=[CH:4][C:3]=1[F:12].[CH2:13]([NH2:16])[CH2:14][CH3:15]. Product: [Br:1][C:2]1[CH:7]=[CH:6][C:5]([S:8]([NH:16][CH2:13][CH2:14][CH3:15])(=[O:10])=[O:9])=[CH:4][C:3]=1[F:12]. The catalyst class is: 4. (4) Reactant: P(Cl)(Cl)([Cl:3])=O.[CH2:6]([O:8][C:9](=[O:18])[CH2:10][N:11]1[C:15](=O)[CH2:14][C:13]([CH3:17])=[N:12]1)[CH3:7].[OH-].[Na+].[C:21](=[O:24])([O-])O.[Na+]. Product: [CH2:6]([O:8][C:9](=[O:18])[CH2:10][N:11]1[C:15]([Cl:3])=[C:14]([CH:21]=[O:24])[C:13]([CH3:17])=[N:12]1)[CH3:7]. The catalyst class is: 3. (5) Reactant: [CH2:1]([C:3]([C:25]1[CH:37]=[CH:36][C:28]([O:29][CH2:30][CH:31]([CH2:34][OH:35])[CH2:32][OH:33])=[C:27]([CH3:38])[CH:26]=1)([C:6]1[CH:11]=[CH:10][C:9](/[CH:12]=[CH:13]/[C:14]([OH:23])([C:19]([F:22])([F:21])[F:20])[C:15]([F:18])([F:17])[F:16])=[C:8]([CH3:24])[CH:7]=1)[CH2:4][CH3:5])[CH3:2]. Product: [CH2:1]([C:3]([C:25]1[CH:37]=[CH:36][C:28]([O:29][CH2:30][CH:31]([CH2:34][OH:35])[CH2:32][OH:33])=[C:27]([CH3:38])[CH:26]=1)([C:6]1[CH:11]=[CH:10][C:9]([CH2:12][CH2:13][C:14]([OH:23])([C:19]([F:22])([F:21])[F:20])[C:15]([F:18])([F:17])[F:16])=[C:8]([CH3:24])[CH:7]=1)[CH2:4][CH3:5])[CH3:2]. The catalyst class is: 105. (6) The catalyst class is: 302. Product: [Si:1]([O:18][C:19]1[CH:20]=[C:21]([C:25]([C:27]2[N:28]([C:48]3[CH:47]=[CH:46][CH:45]=[C:44]([O:43][CH3:42])[CH:49]=3)[N:29]=[C:30]3[C:35]=2[CH:34]=[CH:33][CH:32]=[CH:31]3)=[O:26])[CH:22]=[CH:23][CH:24]=1)([C:14]([CH3:16])([CH3:17])[CH3:15])([C:8]1[CH:13]=[CH:12][CH:11]=[CH:10][CH:9]=1)[C:2]1[CH:7]=[CH:6][CH:5]=[CH:4][CH:3]=1. Reactant: [Si:1]([O:18][C:19]1[CH:20]=[C:21]([C:25]([C:27]2[C:35]3[C:30](=[CH:31][CH:32]=[CH:33][CH:34]=3)[NH:29][N:28]=2)=[O:26])[CH:22]=[CH:23][CH:24]=1)([C:14]([CH3:17])([CH3:16])[CH3:15])([C:8]1[CH:13]=[CH:12][CH:11]=[CH:10][CH:9]=1)[C:2]1[CH:7]=[CH:6][CH:5]=[CH:4][CH:3]=1.N1C=CC=CC=1.[CH3:42][O:43][C:44]1[CH:45]=[C:46](B(O)O)[CH:47]=[CH:48][CH:49]=1. (7) Product: [Cl:1][C:2]1[CH:3]=[CH:4][C:5]([CH:13]=[O:14])=[C:6]([F:12])[C:7]=1[OH:8]. The catalyst class is: 5. Reactant: [Cl:1][C:2]1[C:7]([O:8]C(=O)C)=[C:6]([F:12])[C:5]([CH:13]=[O:14])=[CH:4][CH:3]=1.[OH-].[Na+]. (8) Reactant: C1C(=O)N([Br:8])C(=O)C1.[Br:9][C:10]1[CH:19]=[CH:18][C:13]([C:14]([O:16][CH3:17])=[O:15])=[C:12]([CH3:20])[CH:11]=1.CC(N=NC(C#N)(C)C)(C#N)C. Product: [Br:9][C:10]1[CH:19]=[CH:18][C:13]([C:14]([O:16][CH3:17])=[O:15])=[C:12]([CH2:20][Br:8])[CH:11]=1. The catalyst class is: 53. (9) Reactant: [CH2:1]([O:3][C:4](=[O:27])[CH2:5][O:6][C:7]1[CH:12]=[CH:11][C:10]([Cl:13])=[CH:9][C:8]=1[C:14](=O)[NH:15][CH2:16][CH2:17][C:18]1[N:19]=[C:20]([CH:23]([CH3:25])[CH3:24])[S:21][CH:22]=1)[CH3:2].O=P(Cl)(Cl)Cl. Product: [Cl:13][C:10]1[CH:11]=[CH:12][C:7]([O:6][CH2:5][C:4]([O:3][CH2:1][CH3:2])=[O:27])=[C:8]([C:14]2[C:22]3[S:21][C:20]([CH:23]([CH3:25])[CH3:24])=[N:19][C:18]=3[CH2:17][CH2:16][N:15]=2)[CH:9]=1. The catalyst class is: 23. (10) Reactant: [F:1][C:2]1[CH:7]=[CH:6][C:5]([N:8]2[CH2:13][CH2:12][NH:11][CH2:10][CH2:9]2)=[CH:4][CH:3]=1.[O:14]=[C:15]1[N:21]([CH:22]2[CH2:27][CH2:26][N:25]([C:28]([O:30][C@@H:31]([C:44](O)=[O:45])[CH2:32][C:33]3[CH:42]=[C:41]([CH3:43])[C:36]4[NH:37][C:38](=[O:40])[O:39][C:35]=4[CH:34]=3)=[O:29])[CH2:24][CH2:23]2)[CH2:20][CH2:19][C:18]2[CH:47]=[CH:48][CH:49]=[CH:50][C:17]=2[NH:16]1.CN(C(ON1N=NC2C=CC=CC1=2)=[N+](C)C)C.[B-](F)(F)(F)F.C(N(CC)CC)C. Product: [O:14]=[C:15]1[N:21]([CH:22]2[CH2:23][CH2:24][N:25]([C:28]([O:30][C@H:31]([CH2:32][C:33]3[CH:42]=[C:41]([CH3:43])[C:36]4[NH:37][C:38](=[O:40])[O:39][C:35]=4[CH:34]=3)[C:44]([N:11]3[CH2:12][CH2:13][N:8]([C:5]4[CH:4]=[CH:3][C:2]([F:1])=[CH:7][CH:6]=4)[CH2:9][CH2:10]3)=[O:45])=[O:29])[CH2:26][CH2:27]2)[CH2:20][CH2:19][C:18]2[CH:47]=[CH:48][CH:49]=[CH:50][C:17]=2[NH:16]1. The catalyst class is: 3.